This data is from TCR-epitope binding with 47,182 pairs between 192 epitopes and 23,139 TCRs. The task is: Binary Classification. Given a T-cell receptor sequence (or CDR3 region) and an epitope sequence, predict whether binding occurs between them. The epitope is TPGPGVRYPL. The TCR CDR3 sequence is CASSIPLPGQGVYEQYF. Result: 0 (the TCR does not bind to the epitope).